Dataset: Reaction yield outcomes from USPTO patents with 853,638 reactions. Task: Predict the reaction yield, written as a fraction of the theoretical maximum amount of product (1.0 means a 100% yield; for example, 0.34 means a 34% yield). The reactants are [C:1]([C:3]1[C:4](=[C:17]([C:20]#[N:21])[C:18]#[N:19])[O:5][C:6]([CH3:16])([CH3:15])[C:7]=1[C:8]1[CH:13]=[CH:12][C:11](F)=[CH:10][CH:9]=1)#[N:2].[N-:22]=[N+:23]=[N-:24].[Na+]. The catalyst is CS(C)=O. The product is [N:22]([C:11]1[CH:12]=[CH:13][C:8]([C:7]2[C:6]([CH3:16])([CH3:15])[O:5][C:4](=[C:17]([C:20]#[N:21])[C:18]#[N:19])[C:3]=2[C:1]#[N:2])=[CH:9][CH:10]=1)=[N+:23]=[N-:24]. The yield is 0.880.